From a dataset of NCI-60 drug combinations with 297,098 pairs across 59 cell lines. Regression. Given two drug SMILES strings and cell line genomic features, predict the synergy score measuring deviation from expected non-interaction effect. Drug 1: C1=CC(=C2C(=C1NCCNCCO)C(=O)C3=C(C=CC(=C3C2=O)O)O)NCCNCCO. Drug 2: CC1=CC2C(CCC3(C2CCC3(C(=O)C)OC(=O)C)C)C4(C1=CC(=O)CC4)C. Cell line: SR. Synergy scores: CSS=95.0, Synergy_ZIP=20.8, Synergy_Bliss=20.2, Synergy_Loewe=-8.34, Synergy_HSA=20.2.